From a dataset of Full USPTO retrosynthesis dataset with 1.9M reactions from patents (1976-2016). Predict the reactants needed to synthesize the given product. (1) Given the product [ClH:21].[ClH:21].[NH2:1][C:4]1[CH:9]=[C:8]([NH2:10])[CH:7]=[C:6]([CH3:13])[C:5]=1[O:14][CH3:15], predict the reactants needed to synthesize it. The reactants are: [N+:1]([C:4]1[CH:9]=[C:8]([N+:10]([O-])=O)[CH:7]=[C:6]([CH3:13])[C:5]=1[O:14][CH3:15])([O-])=O.C(O)C.[H][H].[ClH:21]. (2) Given the product [C:7]([C:4]1[S:3][C:2]([NH:1][S:19]([C:18]2[CH:17]=[CH:16][C:15]([NH:14][C:11](=[O:13])[CH3:12])=[CH:24][CH:23]=2)(=[O:21])=[O:20])=[N:6][N:5]=1)([CH3:10])([CH3:9])[CH3:8], predict the reactants needed to synthesize it. The reactants are: [NH2:1][C:2]1[S:3][C:4]([C:7]([CH3:10])([CH3:9])[CH3:8])=[N:5][N:6]=1.[C:11]([NH:14][C:15]1[CH:24]=[CH:23][C:18]([S:19](Cl)(=[O:21])=[O:20])=[CH:17][CH:16]=1)(=[O:13])[CH3:12].Cl.